Dataset: Reaction yield outcomes from USPTO patents with 853,638 reactions. Task: Predict the reaction yield, written as a fraction of the theoretical maximum amount of product (1.0 means a 100% yield; for example, 0.34 means a 34% yield). The reactants are [CH2:1]([N:3]1[C:12]2[C:7](=[CH:8][C:9]([NH:13][C:14]([CH2:16][CH:17]([CH3:22])[CH2:18][C:19](O)=[O:20])=[O:15])=[CH:10][CH:11]=2)[C:6](=[O:23])[N:5]([CH2:24][CH3:25])[C:4]1=[O:26])[CH3:2].[NH2:27][C:28]1[CH:38]=[CH:37][C:31]2[N:32]=[C:33]([C:35]#[N:36])[S:34][C:30]=2[CH:29]=1.CCN(C(C)C)C(C)C.C(P1(=O)OP(CCC)(=O)OP(CCC)(=O)O1)CC. The catalyst is C(OCC)(=O)C. The product is [C:35]([C:33]1[S:34][C:30]2[CH:29]=[C:28]([NH:27][C:19](=[O:20])[CH2:18][CH:17]([CH3:22])[CH2:16][C:14]([NH:13][C:9]3[CH:8]=[C:7]4[C:12](=[CH:11][CH:10]=3)[N:3]([CH2:1][CH3:2])[C:4](=[O:26])[N:5]([CH2:24][CH3:25])[C:6]4=[O:23])=[O:15])[CH:38]=[CH:37][C:31]=2[N:32]=1)#[N:36]. The yield is 0.283.